This data is from Antibody developability classification from SAbDab with 2,409 antibodies. The task is: Regression/Classification. Given an antibody's heavy chain and light chain sequences, predict its developability. TAP uses regression for 5 developability metrics; SAbDab uses binary classification. (1) Result: 0 (not developable). The antibody is ['EVKLEESGGGLVQPGGSLRVSCATSGFTFTDYYMNWVRQPPGKALEWLGFIRNKANGYTTEYSASVKGRFTISRDDSQSILYLQMNTLRAEDSASYYCARDKGWGYAMDYWGQGTSVTVSS', 'DIVMTQTPPSLAVSLGQRATISCKASQSVDYDADSFMHWYQQKPGQPPKLLIYAASNLESGIPARFSGSGSGTDFTLNIRPVEEEDAATYYCQQSNEDPWTFGGGTKLEIK']. (2) The antibody is ['QVQLKQSGPGLVQPSQSLSITCTVSGFSLTNYGVHWVRQSPGKGLEWLGVIWSGGNTDYNTPFTSRLSINKDNSKSQVFFKMNSLQSNDTAIYYCARALTYYDYEFAYWGQGTLVTVSA', 'PROT_D746F282']. Result: 0 (not developable). (3) The antibody is ['1tjg', 'PROT_09A57F9F']. Result: 0 (not developable). (4) The antibody is ['2atk', 'PROT_7E7F8549']. Result: 0 (not developable). (5) The antibody is ['DVQLQESGPALVKPSQSLSLTCTVTGYSITSDYAWNWIRQFPGNKLEWMGYISYSANTRYNPSLKSRISITRDTSKNQFFLQLNSVTVEDTATYYCATAGRGFPYWGQGTLVTVSA', 'DILMTQSPVSMSLSLGDTVSITCHSSQDISSNIGWLQQAPGKSFKGLIYHGTNLEDGVPGRFSGSGSGADYSLTISSLSSEDFVDYYCVQYGQFPWTFGGGTSLEIK']. Result: 0 (not developable). (6) The antibody is ['QVQLVESGGGLVQPGGSLRLSCAASGFTVSSNYMSWVRQAPGKGLEWVSVIYSGGSTYYADSVKGRFTISRDNSKNTLYLQMNSLRAEDTAVYYCAREGRGDSFVYWGKGTLVTVSS', 'QSVLAQPPSVSGAPGQRVSISCTGRSSNIGAGYDVHWYQQLPGKAPKLLIYGNTNRPSGVPVRFSGSMSGTSASLAITGLQAEDEADYYCQSYDRSLSGSVFGGGTKLTVL']. Result: 0 (not developable).